From a dataset of Full USPTO retrosynthesis dataset with 1.9M reactions from patents (1976-2016). Predict the reactants needed to synthesize the given product. Given the product [Br:25][C:12]1[CH:11]=[CH:10][C:9]([N:13]2[N:17]=[N:16][C:15]([C:18]3[CH:23]=[CH:22][CH:21]=[CH:20][N:19]=3)=[N:14]2)=[CH:8][CH:7]=1, predict the reactants needed to synthesize it. The reactants are: CN1CCN([C:7]2[CH:12]=[CH:11][CH:10]=[C:9]([N:13]3[N:17]=[N:16][C:15]([C:18]4[CH:23]=[CH:22][CH:21]=[CH:20][N:19]=4)=[N:14]3)[CH:8]=2)C1=O.[Br:25]C1C=CC(N)=CC=1.N1C=CC=CC=1C=O.